The task is: Predict the reactants needed to synthesize the given product.. This data is from Full USPTO retrosynthesis dataset with 1.9M reactions from patents (1976-2016). (1) Given the product [F:29][C:30]1[CH:37]=[C:36]([O:4][CH2:3][CH2:2][F:1])[CH:35]=[C:34]([F:39])[C:31]=1[CH:32]=[O:33], predict the reactants needed to synthesize it. The reactants are: [F:1][CH2:2][CH2:3][OH:4].C(N(CC)C(C)C)(C)C.O(S(C(F)(F)F)(=O)=O)S(C(F)(F)F)(=O)=O.[F:29][C:30]1[CH:37]=[C:36](O)[CH:35]=[C:34]([F:39])[C:31]=1[CH:32]=[O:33]. (2) Given the product [Cl:15][C:16]1[CH:17]=[CH:18][C:19]([OH:24])=[C:20]([C:21]2[NH:1][N:2]=[C:3]([C:5]3[CH:10]=[CH:9][C:8]([C:11]([F:12])([F:13])[F:14])=[CH:7][N:6]=3)[N:4]=2)[CH:23]=1, predict the reactants needed to synthesize it. The reactants are: [NH2:1][NH:2][C:3]([C:5]1[CH:10]=[CH:9][C:8]([C:11]([F:14])([F:13])[F:12])=[CH:7][N:6]=1)=[NH:4].[Cl:15][C:16]1[CH:17]=[CH:18][C:19]([OH:24])=[C:20]([CH:23]=1)[CH:21]=O.